This data is from Reaction yield outcomes from USPTO patents with 853,638 reactions. The task is: Predict the reaction yield, written as a fraction of the theoretical maximum amount of product (1.0 means a 100% yield; for example, 0.34 means a 34% yield). The reactants are [CH:1]1([N:5]2[CH2:10][CH2:9][CH:8]([O:11][C:12]3[CH:17]=[CH:16][C:15]([C:18]4([CH2:24][NH2:25])[CH2:23][CH2:22][O:21][CH2:20][CH2:19]4)=[CH:14][CH:13]=3)[CH2:7][CH2:6]2)[CH2:4][CH2:3][CH2:2]1.Cl[C:27]1[N:32]=[CH:31][CH:30]=[CH:29][N:28]=1. No catalyst specified. The product is [CH:1]1([N:5]2[CH2:10][CH2:9][CH:8]([O:11][C:12]3[CH:17]=[CH:16][C:15]([C:18]4([CH2:24][NH:25][C:27]5[N:32]=[CH:31][CH:30]=[CH:29][N:28]=5)[CH2:19][CH2:20][O:21][CH2:22][CH2:23]4)=[CH:14][CH:13]=3)[CH2:7][CH2:6]2)[CH2:4][CH2:3][CH2:2]1. The yield is 0.250.